This data is from Full USPTO retrosynthesis dataset with 1.9M reactions from patents (1976-2016). The task is: Predict the reactants needed to synthesize the given product. (1) Given the product [CH3:1][O:2][C:3]1[CH:4]=[C:5]2[C:9](=[C:10]([CH3:12])[CH:11]=1)[NH:8][C:7]([C:13]1[C:14]([CH3:20])=[N:15][N:16]([CH3:19])[C:17]=1[CH3:18])=[C:6]2/[CH:21]=[C:34]1\[O:35][C:31]2[CH:30]=[CH:29][C:28]([NH:27][C:25]([NH:24][CH3:23])=[O:26])=[CH:37][C:32]=2[C:33]\1=[O:36], predict the reactants needed to synthesize it. The reactants are: [CH3:1][O:2][C:3]1[CH:4]=[C:5]2[C:9](=[C:10]([CH3:12])[CH:11]=1)[NH:8][C:7]([C:13]1[C:14]([CH3:20])=[N:15][N:16]([CH3:19])[C:17]=1[CH3:18])=[C:6]2[CH:21]=O.[CH3:23][NH:24][C:25]([NH:27][C:28]1[CH:29]=[CH:30][C:31]2[O:35][CH2:34][C:33](=[O:36])[C:32]=2[CH:37]=1)=[O:26].C([O-])([O-])=O.[Na+].[Na+]. (2) Given the product [CH2:32]([O:31][C:26]1[CH:27]=[CH:28][CH:29]=[CH:30][C:25]=1[C:23]1[N:22]=[CH:21][N:20]=[C:19]([NH:18][C:17]([CH:14]2[CH2:15][CH2:16][NH:11][CH2:12][CH2:13]2)=[O:39])[CH:24]=1)[C:33]1[CH:34]=[CH:35][CH:36]=[CH:37][CH:38]=1, predict the reactants needed to synthesize it. The reactants are: C(OC([N:11]1[CH2:16][CH2:15][CH:14]([C:17](=[O:39])[NH:18][C:19]2[CH:24]=[C:23]([C:25]3[CH:30]=[CH:29][CH:28]=[CH:27][C:26]=3[O:31][CH2:32][C:33]3[CH:38]=[CH:37][CH:36]=[CH:35][CH:34]=3)[N:22]=[CH:21][N:20]=2)[CH2:13][CH2:12]1)=O)C1C=CC=CC=1. (3) Given the product [O:29]1[CH2:28][CH:23]=[C:24]([C:2]2[CH:3]=[C:4]3[C@:15]4([CH2:19][O:18][C:17]([NH2:20])=[N:16]4)[C:14]4[C:9](=[CH:10][CH:11]=[C:12]([C:35]5[CH:36]=[N:37][CH:38]=[C:33]([C:30]#[C:31][CH3:32])[CH:34]=5)[CH:13]=4)[O:8][C:5]3=[N:6][CH:7]=2)[CH2:25][CH2:26]1, predict the reactants needed to synthesize it. The reactants are: Br[C:2]1[CH:3]=[C:4]2[C@:15]3([CH2:19][O:18][C:17]([NH2:20])=[N:16]3)[C:14]3[C:9](=[CH:10][CH:11]=[C:12](I)[CH:13]=3)[O:8][C:5]2=[N:6][CH:7]=1.I[C:23]1[CH:28]=C[C:26]([OH:29])=[CH:25][CH:24]=1.[C:30]([C:33]1[CH:34]=[C:35](B(O)O)[CH:36]=[N:37][CH:38]=1)#[C:31][CH3:32].O1CC=C(B2OC(C)(C)C(C)(C)O2)CC1.